This data is from Full USPTO retrosynthesis dataset with 1.9M reactions from patents (1976-2016). The task is: Predict the reactants needed to synthesize the given product. Given the product [CH3:15][N:16]1[CH2:21][CH2:20][CH:19]([C:10]2[C:9]3[C:13](=[CH:14][C:6]([N+:3]([O-:5])=[O:4])=[CH:7][CH:8]=3)[NH:12][CH:11]=2)[CH2:18][CH2:17]1, predict the reactants needed to synthesize it. The reactants are: [OH-].[K+].[N+:3]([C:6]1[CH:14]=[C:13]2[C:9]([CH:10]=[CH:11][NH:12]2)=[CH:8][CH:7]=1)([O-:5])=[O:4].[CH3:15][N:16]1[CH2:21][CH2:20][C:19](=O)[CH2:18][CH2:17]1.